This data is from CYP3A4 inhibition data for predicting drug metabolism from PubChem BioAssay. The task is: Regression/Classification. Given a drug SMILES string, predict its absorption, distribution, metabolism, or excretion properties. Task type varies by dataset: regression for continuous measurements (e.g., permeability, clearance, half-life) or binary classification for categorical outcomes (e.g., BBB penetration, CYP inhibition). Dataset: cyp3a4_veith. (1) The compound is COc1ccc(OC)c(NC(=O)CSc2nc3ccccc3cc2Cc2ccccc2)c1. The result is 1 (inhibitor). (2) The drug is Cc1cc(C(C)(C)CC(C)(C)C)ccc1OCCOCC[N+](C)(C)Cc1ccccc1. The result is 0 (non-inhibitor). (3) The molecule is CC(C)CC(c1nnnn1C(C)C)N1CCN(c2ccccc2)CC1. The result is 1 (inhibitor). (4) The compound is Cc1ccc(S(=O)(=O)N2CCN(C(=O)CN3CCOCC3)C2)cc1. The result is 0 (non-inhibitor). (5) The compound is CCCCC(=O)N/N=C(\C)CC(=O)Nc1cc(Cl)ccc1OC. The result is 1 (inhibitor). (6) The compound is COc1ccccc1CN1CC[C@@]2(CCCN(C(=O)c3cnccn3)C2)C1. The result is 1 (inhibitor). (7) The drug is N#Cc1ccc(-c2ccccc2)nc1SCC(=O)c1cccc(Cl)c1. The result is 0 (non-inhibitor). (8) The molecule is O=C(CN1CCCC1)N/N=C/c1ccc(-c2cccc(Cl)c2)o1. The result is 0 (non-inhibitor). (9) The compound is OC[C@@H](O)COc1cccc2ccccc12. The result is 0 (non-inhibitor).